Dataset: Peptide-MHC class I binding affinity with 185,985 pairs from IEDB/IMGT. Task: Regression. Given a peptide amino acid sequence and an MHC pseudo amino acid sequence, predict their binding affinity value. This is MHC class I binding data. (1) The peptide sequence is RQSSGSSSSGF. The MHC is HLA-A02:01 with pseudo-sequence HLA-A02:01. The binding affinity (normalized) is 0.0847. (2) The peptide sequence is RTEILGLVK. The MHC is HLA-B46:01 with pseudo-sequence HLA-B46:01. The binding affinity (normalized) is 0.0847.